This data is from Retrosynthesis with 50K atom-mapped reactions and 10 reaction types from USPTO. The task is: Predict the reactants needed to synthesize the given product. (1) Given the product COc1cnccc1C#N, predict the reactants needed to synthesize it. The reactants are: CN(C)C=O.N#Cc1ccncc1Cl. (2) Given the product Oc1cccc2c1CC1CNCC2C1, predict the reactants needed to synthesize it. The reactants are: COc1cccc2c1CC1CNCC2C1.